From a dataset of Forward reaction prediction with 1.9M reactions from USPTO patents (1976-2016). Predict the product of the given reaction. (1) The product is: [CH3:44][N:42]([CH3:43])[CH2:41][CH2:40][C:22]1[C:23]2[C:28](=[C:27]([F:29])[CH:26]=[CH:25][C:24]=2[O:30][C:31]2[CH:36]=[CH:35][CH:34]=[CH:33][C:32]=2[NH2:37])[N:20]([CH2:18][CH3:19])[CH:21]=1. Given the reactants CN(C)CCC1C2C(O)=CC=C(F)C=2N(C)C=1.[CH2:18]([N:20]1[C:28]2[C:23](=[C:24]([O:30][C:31]3[CH:36]=[CH:35][CH:34]=[CH:33][C:32]=3[N+:37]([O-])=O)[CH:25]=[CH:26][C:27]=2[F:29])[C:22]([CH2:40][CH2:41][N:42]([CH3:44])[CH3:43])=[CH:21]1)[CH3:19], predict the reaction product. (2) Given the reactants [Cl:1][C:2]1[N:7]=[C:6]([N:8]2[CH2:13][CH2:12][CH:11]([C:14]([O:16][CH3:17])=[O:15])[CH2:10][CH2:9]2)[CH:5]=[CH:4][C:3]=1[I:18].[Cl:19]C1CC(=O)NC1=O, predict the reaction product. The product is: [Cl:19][C:5]1[C:6]([N:8]2[CH2:13][CH2:12][CH:11]([C:14]([O:16][CH3:17])=[O:15])[CH2:10][CH2:9]2)=[N:7][C:2]([Cl:1])=[C:3]([I:18])[CH:4]=1. (3) Given the reactants CCCC[N+](CCCC)(CCCC)CCCC.[F-].[Si]([O:26][C@H:27]1[C:31](=[O:32])[N:30]([C:33]2[CH:38]=[C:37]([C:39]#[N:40])[CH:36]=[CH:35][N:34]=2)[C@H:29]([C:41]([N:43]([CH:52]([C:62]2[CH:67]=[CH:66][CH:65]=[CH:64][C:63]=2[Cl:68])[C:53]([NH:55][CH:56]2[CH2:59][C:58]([F:61])([F:60])[CH2:57]2)=[O:54])[C:44]2[CH:49]=[CH:48][CH:47]=[C:46]([C:50]#[N:51])[CH:45]=2)=[O:42])[CH2:28]1)(C(C)(C)C)(C)C, predict the reaction product. The product is: [Cl:68][C:63]1[CH:64]=[CH:65][CH:66]=[CH:67][C:62]=1[CH:52]([N:43]([C:44]1[CH:49]=[CH:48][CH:47]=[C:46]([C:50]#[N:51])[CH:45]=1)[C:41]([C@@H:29]1[CH2:28][C@@H:27]([OH:26])[C:31](=[O:32])[N:30]1[C:33]1[CH:38]=[C:37]([C:39]#[N:40])[CH:36]=[CH:35][N:34]=1)=[O:42])[C:53]([NH:55][CH:56]1[CH2:59][C:58]([F:60])([F:61])[CH2:57]1)=[O:54]. (4) Given the reactants [C:1]([C:3]1[CH:4]=[N:5][CH:6]=[CH:7][C:8]=1[C:9]1[CH:17]=[CH:16][C:12]([C:13]([OH:15])=O)=[CH:11][C:10]=1[F:18])#[N:2].[C:19]([O:23][C:24]([N:26]1[CH2:31][CH2:30][CH:29]([NH:32][CH:33]2[CH2:35][CH2:34]2)[CH2:28][CH2:27]1)=[O:25])([CH3:22])([CH3:21])[CH3:20], predict the reaction product. The product is: [C:19]([O:23][C:24]([N:26]1[CH2:31][CH2:30][CH:29]([N:32]([C:13](=[O:15])[C:12]2[CH:16]=[CH:17][C:9]([C:8]3[CH:7]=[CH:6][N:5]=[CH:4][C:3]=3[C:1]#[N:2])=[C:10]([F:18])[CH:11]=2)[CH:33]2[CH2:34][CH2:35]2)[CH2:28][CH2:27]1)=[O:25])([CH3:22])([CH3:20])[CH3:21].